The task is: Predict which catalyst facilitates the given reaction.. This data is from Catalyst prediction with 721,799 reactions and 888 catalyst types from USPTO. (1) Reactant: [Si]([O:8][C:9]1[CH:10]([C:25]2[CH:30]=[CH:29][C:28]([F:31])=[CH:27][CH:26]=2)[CH:11]([C:20]([O:22][CH2:23][CH3:24])=[O:21])[CH:12]([C:15]([O:17][CH2:18][CH3:19])=[O:16])[CH2:13][CH:14]=1)(C(C)(C)C)(C)C.[F:32][C:33]([F:54])([F:53])[C:34]1[CH:35]=[C:36]([C@@H:44](OC(=N)C(Cl)(Cl)Cl)[CH3:45])[CH:37]=[C:38]([C:40]([F:43])([F:42])[F:41])[CH:39]=1.[H+].[B-](F)(F)(F)F. Product: [F:32][C:33]([F:53])([F:54])[C:34]1[CH:35]=[C:36]([C@H:44]([O:8][C@H:9]2[CH2:14][CH2:13][C@H:12]([C:15]([O:17][CH2:18][CH3:19])=[O:16])[C@@H:11]([C:20]([O:22][CH2:23][CH3:24])=[O:21])[C@@H:10]2[C:25]2[CH:30]=[CH:29][C:28]([F:31])=[CH:27][CH:26]=2)[CH3:45])[CH:37]=[C:38]([C:40]([F:41])([F:42])[F:43])[CH:39]=1. The catalyst class is: 28. (2) Reactant: C1C=CC(P(C2C=CC=CC=2)C2C=CC=CC=2)=CC=1.C[Si]([N:24]=[N+:25]=[N-:26])(C)C.[C:27]([CH2:29][CH2:30][NH:31][C:32](=O)[CH2:33][N:34]([CH2:42][CH3:43])[C:35](=[O:41])[O:36][C:37]([CH3:40])([CH3:39])[CH3:38])#[N:28].CC(OC(/N=N/C(OC(C)C)=O)=O)C. Product: [C:27]([CH2:29][CH2:30][N:31]1[C:32]([CH2:33][N:34]([CH2:42][CH3:43])[C:35](=[O:41])[O:36][C:37]([CH3:40])([CH3:39])[CH3:38])=[N:26][N:25]=[N:24]1)#[N:28]. The catalyst class is: 49. (3) Reactant: [O:1]=[C:2]1[NH:7][C:6]2[CH:8]=[C:9]([CH2:12][N:13]3[CH2:18][CH2:17][N:16]([C:19]4[CH:27]=[CH:26][C:22]([C:23](O)=[O:24])=[CH:21][N:20]=4)[CH2:15][CH2:14]3)[CH:10]=[N:11][C:5]=2[N:4]2[CH2:28][CH2:29][CH2:30][C@@H:3]12.C[CH2:32][N:33](C(C)C)C(C)C.Cl.CN.CN(C(ON1N=NC2C=CC=NC1=2)=[N+](C)C)C.F[P-](F)(F)(F)(F)F. Product: [CH3:32][NH:33][C:23](=[O:24])[C:22]1[CH:26]=[CH:27][C:19]([N:16]2[CH2:17][CH2:18][N:13]([CH2:12][C:9]3[CH:10]=[N:11][C:5]4[N:4]5[CH2:28][CH2:29][CH2:30][C@H:3]5[C:2](=[O:1])[NH:7][C:6]=4[CH:8]=3)[CH2:14][CH2:15]2)=[N:20][CH:21]=1. The catalyst class is: 121. (4) Reactant: [Cl:1][C:2]1[N:6]2[CH:7]=[C:8]([C:15]3[CH:19]=[CH:18][O:17][CH:16]=3)[CH:9]=[C:10]([C:11](F)([F:13])[F:12])[C:5]2=[N:4][C:3]=1[C:20]([OH:22])=[O:21].[C-:23]#[N:24].[K+].O. Product: [Cl:1][C:2]1[N:6]2[C:7]([C:23]#[N:24])=[C:8]([C:15]3[CH:19]=[CH:18][O:17][CH:16]=3)[CH:9]=[C:10]([CH:11]([F:12])[F:13])[C:5]2=[N:4][C:3]=1[C:20]([OH:22])=[O:21]. The catalyst class is: 3. (5) Reactant: [Cl:1][C:2]1[CH:7]=[CH:6][C:5]([N+:8]([O-])=O)=[C:4]([O:11][CH3:12])[CH:3]=1. The catalyst class is: 465. Product: [Cl:1][C:2]1[CH:7]=[CH:6][C:5]([NH2:8])=[C:4]([O:11][CH3:12])[CH:3]=1. (6) Reactant: [CH3:1][O:2][C:3]1[CH:8]=[CH:7][CH:6]=[C:5]([O:9][CH3:10])[C:4]=1[OH:11].Br[CH2:13][C:14]([O:16][CH2:17][CH3:18])=[O:15].C([O-])([O-])=O.[K+].[K+]. Product: [CH3:10][O:9][C:5]1[CH:6]=[CH:7][CH:8]=[C:3]([O:2][CH3:1])[C:4]=1[O:11][CH2:13][C:14]([O:16][CH2:17][CH3:18])=[O:15]. The catalyst class is: 3.